This data is from Full USPTO retrosynthesis dataset with 1.9M reactions from patents (1976-2016). The task is: Predict the reactants needed to synthesize the given product. (1) Given the product [Cl:19][C:16]1[CH:17]=[CH:18][C:13]([C:4]([N:6]2[CH2:9][C:8]([CH3:12])([CH3:11])[CH2:7]2)([CH3:5])[C:3]([O:2][CH3:1])=[O:20])=[CH:14][CH:15]=1, predict the reactants needed to synthesize it. The reactants are: [CH3:1][O:2][C:3](=[O:20])[C:4]([C:13]1[CH:18]=[CH:17][C:16]([Cl:19])=[CH:15][CH:14]=1)([NH:6][CH2:7][C:8]([CH3:12])([CH3:11])[CH2:9]O)[CH3:5].C1(P(C2C=CC=CC=2)C2C=CC=CC=2)C=CC=CC=1.BrC(Br)(Br)Br. (2) Given the product [CH3:2][N:3]([CH3:4])[C:34]([C:31]1[N:32]=[CH:33][C:28]2[NH:27][C:26]3[N:37]=[CH:38][C:23]([C:20]4[CH:21]=[CH:22][C:17]([N:14]5[CH2:13][CH2:12][N:11]([CH3:10])[CH2:16][CH2:15]5)=[CH:18][CH:19]=4)=[CH:24][C:25]=3[C:29]=2[CH:30]=1)=[O:35], predict the reactants needed to synthesize it. The reactants are: C[CH2:2][N:3](C(C)C)[CH:4](C)C.[CH3:10][N:11]1[CH2:16][CH2:15][N:14]([C:17]2[CH:22]=[CH:21][C:20]([C:23]3[CH:38]=[N:37][C:26]4[NH:27][C:28]5[CH:33]=[N:32][C:31]([C:34](O)=[O:35])=[CH:30][C:29]=5[C:25]=4[CH:24]=3)=[CH:19][CH:18]=2)[CH2:13][CH2:12]1.C1CN([P+](ON2N=NC3C=CC=CC2=3)(N2CCCC2)N2CCCC2)CC1.F[P-](F)(F)(F)(F)F.C1C=CC2N(O)N=NC=2C=1.Cl.CNC.S(=O)(=O)(O)O. (3) Given the product [ClH:43].[NH:6]1[C:7]2[C:12](=[CH:11][CH:10]=[CH:9][CH:8]=2)[C:4]([CH2:3][CH2:2][NH:1][CH:14]2[C:22]3[C:17](=[CH:18][C:19]([C:23]([O:25][CH2:26][CH3:27])=[O:24])=[CH:20][CH:21]=3)[CH2:16][CH2:15]2)=[CH:5]1, predict the reactants needed to synthesize it. The reactants are: [NH2:1][CH2:2][CH2:3][C:4]1[C:12]2[C:7](=[CH:8][CH:9]=[CH:10][CH:11]=2)[NH:6][CH:5]=1.O=[C:14]1[C:22]2[C:17](=[CH:18][C:19]([C:23]([O:25][CH2:26][CH3:27])=[O:24])=[CH:20][CH:21]=2)[CH2:16][CH2:15]1.[BH-](OC(C)=O)(OC(C)=O)OC(C)=O.[Na+].C(Cl)[Cl:43]. (4) Given the product [NH2:7][C@H:8]1[C@@H:9]([NH:16][C:17]([C:19]2[S:20][C:21]([CH3:37])=[C:22]([C:24]3[CH:25]=[N:26][N:27]4[CH:32]=[C:31]([O:33][CH:34]([F:35])[F:36])[CH:30]=[N:29][C:28]=34)[CH:23]=2)=[O:18])[C:10]([F:14])([F:15])[CH2:11][CH2:12][CH2:13]1, predict the reactants needed to synthesize it. The reactants are: C(OC(=O)[NH:7][C@@H:8]1[CH2:13][CH2:12][CH2:11][C:10]([F:15])([F:14])[C@@H:9]1[NH:16][C:17]([C:19]1[S:20][C:21]([CH3:37])=[C:22]([C:24]2[CH:25]=[N:26][N:27]3[CH:32]=[C:31]([O:33][CH:34]([F:36])[F:35])[CH:30]=[N:29][C:28]=23)[CH:23]=1)=[O:18])(C)(C)C.FC(F)(F)C(O)=O. (5) Given the product [C:3]([OH:8])(=[O:9])[CH2:4][CH2:5][C:6]([OH:1])=[O:7].[NH2:2][OH:1], predict the reactants needed to synthesize it. The reactants are: [OH:1][NH2:2].[C:3]1(=[O:9])[O:8][C:6](=[O:7])[CH2:5][CH2:4]1. (6) The reactants are: [O:1]1[C:6]2[CH:7]=[CH:8][CH:9]=[CH:10][C:5]=2[NH:4][C:3](=[O:11])[CH2:2]1.[H-].[Na+].Br[CH2:15][C:16]([O:18][CH3:19])=[O:17].C(O)(=O)CC(CC(O)=O)(C(O)=O)O. Given the product [CH3:19][O:18][C:16](=[O:17])[CH2:15][N:4]1[C:5]2[CH:10]=[CH:9][CH:8]=[CH:7][C:6]=2[O:1][CH2:2][C:3]1=[O:11], predict the reactants needed to synthesize it. (7) Given the product [CH3:43][S:44]([N:31]1[CH2:32][CH2:33][CH:28]([CH2:27][C:19]2[N:20]3[CH:25]=[CH:24][N:23]=[C:22]([NH2:26])[C:21]3=[C:17]([C:11]3[CH:10]=[C:9]4[C:14]([CH:15]=[CH:16][C:7]([C:1]5[CH:2]=[CH:3][CH:4]=[CH:5][CH:6]=5)=[N:8]4)=[CH:13][CH:12]=3)[N:18]=2)[CH2:29][CH2:30]1)(=[O:46])=[O:45], predict the reactants needed to synthesize it. The reactants are: [C:1]1([C:7]2[CH:16]=[CH:15][C:14]3[C:9](=[CH:10][C:11]([C:17]4[N:18]=[C:19]([CH2:27][CH:28]5[CH2:33][CH2:32][NH:31][CH2:30][CH2:29]5)[N:20]5[CH:25]=[CH:24][N:23]=[C:22]([NH2:26])[C:21]=45)=[CH:12][CH:13]=3)[N:8]=2)[CH:6]=[CH:5][CH:4]=[CH:3][CH:2]=1.CCN(C(C)C)C(C)C.[CH3:43][S:44](Cl)(=[O:46])=[O:45].